Task: Predict the product of the given reaction.. Dataset: Forward reaction prediction with 1.9M reactions from USPTO patents (1976-2016) (1) Given the reactants [CH2:1]([O:8][C:9]1[CH:18]=[CH:17][CH:16]=[C:15]2[C:10]=1[CH2:11][CH2:12][CH2:13][CH:14]2[C:19]([OH:21])=O)[C:2]1[CH:7]=[CH:6][CH:5]=[CH:4][CH:3]=1.[CH2:22]([C:26]1[CH:31]=[CH:30][C:29]([NH:32][CH2:33][C:34]2[CH:39]=[CH:38][C:37]([N:40]([CH3:42])[CH3:41])=[CH:36][CH:35]=2)=[CH:28][CH:27]=1)[CH2:23][CH2:24][CH3:25], predict the reaction product. The product is: [CH2:1]([O:8][C:9]1[CH:18]=[CH:17][CH:16]=[C:15]2[C:10]=1[CH2:11][CH2:12][CH2:13][CH:14]2[C:19]([N:32]([C:29]1[CH:28]=[CH:27][C:26]([CH2:22][CH2:23][CH2:24][CH3:25])=[CH:31][CH:30]=1)[CH2:33][C:34]1[CH:35]=[CH:36][C:37]([N:40]([CH3:42])[CH3:41])=[CH:38][CH:39]=1)=[O:21])[C:2]1[CH:3]=[CH:4][CH:5]=[CH:6][CH:7]=1. (2) Given the reactants C1COCC1.[H-].[Na+:7].[C:8]([CH2:12][C:13]([O:15][CH2:16][CH3:17])=[O:14])(=O)[CH2:9][CH3:10].Cl[CH2:19][C:20](=[O:26])[CH2:21][C:22]([O:24][CH3:25])=[O:23], predict the reaction product. The product is: [CH2:16]([O:15][C:13]([C:12]1[CH2:19][C:20]([O-:26])=[C:21]([C:22]([O:24][CH3:25])=[O:23])[C:8]=1[CH2:9][CH3:10])=[O:14])[CH3:17].[Na+:7]. (3) The product is: [Br:1][C:2]1[CH:7]=[CH:6][C:5]([CH2:54][C:55]([O:57][CH2:58][CH3:59])=[O:56])=[C:4]([Cl:9])[CH:3]=1. Given the reactants [Br:1][C:2]1[CH:7]=[CH:6][C:5](I)=[C:4]([Cl:9])[CH:3]=1.CC1(C)C2C(=C(P(C3C=CC=CC=3)C3C=CC=CC=3)C=CC=2)OC2C(P(C3C=CC=CC=3)C3C=CC=CC=3)=CC=CC1=2.Br[Zn][CH2:54][C:55]([O:57][CH2:58][CH3:59])=[O:56], predict the reaction product. (4) Given the reactants [CH2:1]([O:4][C:5]1[CH:12]=[C:11]([Br:13])[CH:10]=[CH:9][C:6]=1[CH:7]=O)[CH:2]=[CH2:3].[OH:14][C:15]1[CH:21]=[CH:20][C:18]([NH2:19])=[CH:17][CH:16]=1, predict the reaction product. The product is: [CH2:1]([O:4][C:5]1[CH:12]=[C:11]([Br:13])[CH:10]=[CH:9][C:6]=1/[CH:7]=[N:19]/[C:18]1[CH:20]=[CH:21][C:15]([OH:14])=[CH:16][CH:17]=1)[CH:2]=[CH2:3]. (5) Given the reactants Cl.[CH3:2][C:3]1[C:4]([S:10][C:11]2[CH:16]=[CH:15][C:14]([CH3:17])=[CH:13][CH:12]=2)=[C:5]([NH2:9])[CH:6]=[CH:7][CH:8]=1.[N:18]([O-])=O.[Na+].[Cl:22][Sn]Cl.Cl, predict the reaction product. The product is: [ClH:22].[CH3:2][C:3]1[C:4]([S:10][C:11]2[CH:16]=[CH:15][C:14]([CH3:17])=[CH:13][CH:12]=2)=[C:5]([NH:9][NH2:18])[CH:6]=[CH:7][CH:8]=1. (6) Given the reactants Cl.[Cl:2][C:3]1[CH:4]=[C:5]([CH:25]=[CH:26][C:27]=1[OH:28])[NH:6][C:7]1[C:16]2[C:11](=[CH:12][CH:13]=[CH:14][C:15]=2[O:17][CH:18]2[CH2:23][CH2:22][N:21]([CH3:24])[CH2:20][CH2:19]2)[N:10]=[CH:9][N:8]=1.Cl[CH2:30][C:31]1[CH:35]=[CH:34][O:33][N:32]=1, predict the reaction product. The product is: [Cl:2][C:3]1[CH:4]=[C:5]([CH:25]=[CH:26][C:27]=1[O:28][CH2:30][C:31]1[CH:35]=[CH:34][O:33][N:32]=1)[NH:6][C:7]1[C:16]2[C:11](=[CH:12][CH:13]=[CH:14][C:15]=2[O:17][CH:18]2[CH2:23][CH2:22][N:21]([CH3:24])[CH2:20][CH2:19]2)[N:10]=[CH:9][N:8]=1. (7) The product is: [Cl:1][C:2]1[CH:7]=[CH:6][C:5]([N:19]2[CH2:24][CH2:23][CH:22]([OH:25])[CH2:21][CH2:20]2)=[N:4][C:3]=1[C:9]1[N:13]([CH3:14])[C:12]2[CH:15]=[CH:16][CH:17]=[CH:18][C:11]=2[N:10]=1. Given the reactants [Cl:1][C:2]1[C:3]([C:9]2[N:13]([CH3:14])[C:12]3[CH:15]=[CH:16][CH:17]=[CH:18][C:11]=3[N:10]=2)=[N:4][C:5](Cl)=[CH:6][CH:7]=1.[NH:19]1[CH2:24][CH2:23][CH:22]([OH:25])[CH2:21][CH2:20]1.[F-].[Cs+], predict the reaction product.